This data is from Catalyst prediction with 721,799 reactions and 888 catalyst types from USPTO. The task is: Predict which catalyst facilitates the given reaction. (1) Reactant: CS[C:3]([S:17][CH3:18])=[C:4]([C:7](=[O:16])[C:8]1[CH:13]=[C:12]([CH3:14])[CH:11]=[CH:10][C:9]=1[CH3:15])[C:5]#[N:6].[Cl:19][C:20]1[CH:25]=[C:24]([C:26]([F:29])([F:28])[F:27])[CH:23]=[C:22]([Cl:30])[C:21]=1[NH:31][NH2:32]. Product: [NH2:6][C:5]1[N:31]([C:21]2[C:22]([Cl:30])=[CH:23][C:24]([C:26]([F:27])([F:28])[F:29])=[CH:25][C:20]=2[Cl:19])[N:32]=[C:3]([S:17][CH3:18])[C:4]=1[C:7](=[O:16])[C:8]1[CH:13]=[C:12]([CH3:14])[CH:11]=[CH:10][C:9]=1[CH3:15]. The catalyst class is: 8. (2) Reactant: [Si]([O:8][CH2:9][CH:10]1[CH:14]([C:15]2[CH:20]=[CH:19][CH:18]=[CH:17][CH:16]=2)[CH2:13][NH:12][CH2:11]1)(C(C)(C)C)(C)C.[C:21](OC)(=[O:30])/[CH:22]=C/C1C=CC=CC=1.C(OC(=O)C)(=O)C. Product: [C:21]([N:12]1[CH2:13][CH:14]([C:15]2[CH:16]=[CH:17][CH:18]=[CH:19][CH:20]=2)[CH:10]([CH2:9][OH:8])[CH2:11]1)(=[O:30])[CH3:22]. The catalyst class is: 17.